Dataset: Full USPTO retrosynthesis dataset with 1.9M reactions from patents (1976-2016). Task: Predict the reactants needed to synthesize the given product. (1) The reactants are: [OH-].[Na+].[CH2:3]([C:5]1[CH:9]=[C:8]([C:10]([O:12]CC)=[O:11])[NH:7][N:6]=1)[CH3:4]. Given the product [CH2:3]([C:5]1[CH:9]=[C:8]([C:10]([OH:12])=[O:11])[NH:7][N:6]=1)[CH3:4], predict the reactants needed to synthesize it. (2) Given the product [ClH:1].[Cl:1][C:2]1[N:3]2[C:4](=[N:22][C:23]3[C:24]([C:25]2=[O:27])=[C:28]([F:32])[CH:29]=[CH:30][CH:31]=3)[C:5]2[CH:10]=[C:9]([CH3:11])[N:8]([S:12]([C:15]3[CH:20]=[CH:19][C:18]([CH3:21])=[CH:17][CH:16]=3)(=[O:14])=[O:13])[C:6]=2[N:7]=1, predict the reactants needed to synthesize it. The reactants are: [Cl:1][C:2]1[N:3]=[C:4]([NH:22][C:23]2[CH:31]=[CH:30][CH:29]=[C:28]([F:32])[C:24]=2[C:25]([OH:27])=O)[C:5]2[CH:10]=[C:9]([CH3:11])[N:8]([S:12]([C:15]3[CH:20]=[CH:19][C:18]([CH3:21])=[CH:17][CH:16]=3)(=[O:14])=[O:13])[C:6]=2[N:7]=1.C(Cl)(=O)C(Cl)=O.ClCCl. (3) Given the product [Cl:1][C:2]1[CH:3]=[C:4]([CH:23]=[CH:24][C:25]=1[O:26][CH2:27][C:28]1[CH:33]=[CH:32][CH:31]=[C:30]([F:34])[CH:29]=1)[NH:5][C:6]1[C:15]2[C:10](=[CH:11][CH:12]=[CH:13][C:14]=2[O:16][CH:17]2[CH2:22][CH2:21][N:20]([CH2:35][CH2:36][CH3:37])[CH2:19][CH2:18]2)[N:9]=[CH:8][N:7]=1, predict the reactants needed to synthesize it. The reactants are: [Cl:1][C:2]1[CH:3]=[C:4]([CH:23]=[CH:24][C:25]=1[O:26][CH2:27][C:28]1[CH:33]=[CH:32][CH:31]=[C:30]([F:34])[CH:29]=1)[NH:5][C:6]1[C:15]2[C:10](=[CH:11][CH:12]=[CH:13][C:14]=2[O:16][CH:17]2[CH2:22][CH2:21][NH:20][CH2:19][CH2:18]2)[N:9]=[CH:8][N:7]=1.[CH2:35](Br)[CH2:36][CH3:37].C(=O)([O-])[O-].[K+].[K+].